This data is from Catalyst prediction with 721,799 reactions and 888 catalyst types from USPTO. The task is: Predict which catalyst facilitates the given reaction. (1) Reactant: [C:1]12([OH:12])[CH2:10][CH:5]3[CH2:6][CH:7]([CH2:9][CH:3]([CH:4]3[OH:11])[CH2:2]1)[CH2:8]2.[Cl:13][C:14](Cl)([O:16]C(=O)OC(Cl)(Cl)Cl)Cl. Product: [Cl:13][C:14]([O:11][CH:4]1[CH:5]2[CH2:10][C:1]3([OH:12])[CH2:8][CH:7]([CH2:9][CH:3]1[CH2:2]3)[CH2:6]2)=[O:16]. The catalyst class is: 298. (2) Reactant: [Br:1][C:2]1[C:3]([C:9](=[O:15])[C:10]([O:12][CH2:13][CH3:14])=[O:11])=[C:4]([CH3:8])[S:5][C:6]=1[Cl:7].[BH4-].[BH4-].[BH4-].[BH4-].[Na+].[Na+].[Na+].[Na+]. Product: [Br:1][C:2]1[C:3]([CH:9]([OH:15])[C:10]([O:12][CH2:13][CH3:14])=[O:11])=[C:4]([CH3:8])[S:5][C:6]=1[Cl:7]. The catalyst class is: 214. (3) Reactant: [Br:1][C:2]1[CH:3]=[CH:4][C:5]([O:19]C)=[C:6]([C:8]2[N:9]=[C:10]3[CH:15]=[CH:14][CH:13]=[CH:12][N:11]3[C:16]=2[CH:17]=[O:18])[CH:7]=1.B(Br)(Br)Br.O. Product: [Br:1][C:2]1[CH:3]=[CH:4][C:5]([OH:19])=[C:6]([C:8]2[N:9]=[C:10]3[CH:15]=[CH:14][CH:13]=[CH:12][N:11]3[C:16]=2[CH:17]=[O:18])[CH:7]=1. The catalyst class is: 4. (4) The catalyst class is: 80. Reactant: [CH2:1]([C:3]1[N:4]([C:28]2[CH:33]=[CH:32][C:31]([OH:34])=[CH:30][CH:29]=2)[C:5](=[O:27])[C:6]([CH2:12][C:13]2[CH:18]=[CH:17][C:16]([C:19]3[C:20]([C:25]#[N:26])=[CH:21][CH:22]=[CH:23][CH:24]=3)=[CH:15][CH:14]=2)=[C:7]([CH2:9][CH2:10][CH3:11])[N:8]=1)[CH3:2].Br[C:36]([CH3:43])([CH3:42])[C:37]([O:39][CH2:40][CH3:41])=[O:38].C(=O)([O-])[O-].[Cs+].[Cs+]. Product: [C:25]([C:20]1[CH:21]=[CH:22][CH:23]=[CH:24][C:19]=1[C:16]1[CH:17]=[CH:18][C:13]([CH2:12][C:6]2[C:5](=[O:27])[N:4]([C:28]3[CH:33]=[CH:32][C:31]([O:34][C:36]([CH3:43])([CH3:42])[C:37]([O:39][CH2:40][CH3:41])=[O:38])=[CH:30][CH:29]=3)[C:3]([CH2:1][CH3:2])=[N:8][C:7]=2[CH2:9][CH2:10][CH3:11])=[CH:14][CH:15]=1)#[N:26]. (5) Reactant: [CH2:1]([C:3]1[S:12][C:11]2[S:10][C:9]3[CH:13]=[CH:14][CH:15]=[CH:16][C:8]=3[CH2:7][C:6](=O)[C:5]=2[CH:4]=1)[CH3:2].COC1C=CC(P2(SP(C3C=CC(OC)=CC=3)(=S)S2)=[S:27])=CC=1. Product: [CH2:1]([C:3]1[S:12][C:11]2[S:10][C:9]3[CH:13]=[CH:14][CH:15]=[CH:16][C:8]=3[CH2:7][C:6](=[S:27])[C:5]=2[CH:4]=1)[CH3:2]. The catalyst class is: 11. (6) Reactant: [C:1]([O:5][C:6]([N:8]([C:16]1[C:21]([C:22]2[O:26][N:25]=[C:24]([C:27]3[CH:32]=[CH:31][C:30]([CH3:33])=[CH:29][CH:28]=3)[CH:23]=2)=[CH:20][C:19](B2OC(C)(C)C(C)(C)O2)=[CH:18][N:17]=1)[C:9](=[O:15])[O:10][C:11]([CH3:14])([CH3:13])[CH3:12])=[O:7])([CH3:4])([CH3:3])[CH3:2].Br[C:44]1[CH:49]=[CH:48][C:47]([S:50]([CH:53]([CH3:55])[CH3:54])(=[O:52])=[O:51])=[CH:46][N:45]=1.C([O-])([O-])=O.[Na+].[Na+]. Product: [C:1]([O:5][C:6]([N:8]([C:16]1[C:21]([C:22]2[O:26][N:25]=[C:24]([C:27]3[CH:28]=[CH:29][C:30]([CH3:33])=[CH:31][CH:32]=3)[CH:23]=2)=[CH:20][C:19]([C:44]2[CH:49]=[CH:48][C:47]([S:50]([CH:53]([CH3:55])[CH3:54])(=[O:51])=[O:52])=[CH:46][N:45]=2)=[CH:18][N:17]=1)[C:9](=[O:15])[O:10][C:11]([CH3:13])([CH3:12])[CH3:14])=[O:7])([CH3:3])([CH3:2])[CH3:4]. The catalyst class is: 233. (7) Reactant: [C:1]([C:4]1[CH:39]=[CH:38][C:7]([O:8][C:9]2[CH:10]=[C:11]([C:21]3[N:22](C(OC(C)(C)C)=O)[C:23]([C:26]4[S:27][CH:28]=[CH:29][N:30]=4)=[CH:24][CH:25]=3)[CH:12]=[C:13]([O:15][C@@H:16]([CH3:20])[CH2:17][O:18][CH3:19])[CH:14]=2)=[CH:6][CH:5]=1)(=[O:3])[CH3:2].FC(F)(F)C(O)=O. Product: [CH3:19][O:18][CH2:17][C@H:16]([CH3:20])[O:15][C:13]1[CH:14]=[C:9]([CH:10]=[C:11]([C:21]2[NH:22][C:23]([C:26]3[S:27][CH:28]=[CH:29][N:30]=3)=[CH:24][CH:25]=2)[CH:12]=1)[O:8][C:7]1[CH:38]=[CH:39][C:4]([C:1](=[O:3])[CH3:2])=[CH:5][CH:6]=1. The catalyst class is: 4. (8) The catalyst class is: 5. Product: [Br:1][C:2]1[C:3]([F:13])=[CH:4][CH:5]=[C:6]2[C:11]=1[N:10]=[C:9]([O:15][CH3:14])[CH:8]=[CH:7]2. Reactant: [Br:1][C:2]1[C:3]([F:13])=[CH:4][CH:5]=[C:6]2[C:11]=1[N:10]=[C:9](Cl)[CH:8]=[CH:7]2.[CH3:14][O-:15].[Na+].O. (9) Reactant: Cl.[NH2:2][CH:3]([C:6]1[CH:11]=[CH:10][C:9]([Cl:12])=[CH:8][CH:7]=1)[C:4]#[N:5].[CH3:13][O:14][C:15]1[CH:16]=[C:17]([CH2:23][CH2:24][C:25](Cl)=[O:26])[CH:18]=[CH:19][C:20]=1[O:21][CH3:22].CCN=C=NCCCN(C)C. The catalyst class is: 9. Product: [Cl:12][C:9]1[CH:10]=[CH:11][C:6]([CH:3]([NH:2][C:25](=[O:26])[CH2:24][CH2:23][C:17]2[CH:18]=[CH:19][C:20]([O:21][CH3:22])=[C:15]([O:14][CH3:13])[CH:16]=2)[C:4]#[N:5])=[CH:7][CH:8]=1. (10) Reactant: [CH2:1]([O:4][C:5]1[C:10]([O:11][CH3:12])=[CH:9][CH:8]=[CH:7][C:6]=1[C@@H:13]1[C:19]2[CH:20]=[C:21]([Cl:24])[CH:22]=[CH:23][C:18]=2[NH:17][C:16](=O)[C@@H:15]([CH2:26][C:27]([O:29][CH2:30][CH:31]=[CH2:32])=[O:28])[S:14]1)[CH:2]=[CH2:3].COC1C=CC(P2(SP(C3C=CC(OC)=CC=3)(=S)S2)=[S:42])=CC=1. Product: [CH2:1]([O:4][C:5]1[C:10]([O:11][CH3:12])=[CH:9][CH:8]=[CH:7][C:6]=1[C@@H:13]1[C:19]2[CH:20]=[C:21]([Cl:24])[CH:22]=[CH:23][C:18]=2[NH:17][C:16](=[S:42])[C@@H:15]([CH2:26][C:27]([O:29][CH2:30][CH:31]=[CH2:32])=[O:28])[S:14]1)[CH:2]=[CH2:3]. The catalyst class is: 11.